From a dataset of Full USPTO retrosynthesis dataset with 1.9M reactions from patents (1976-2016). Predict the reactants needed to synthesize the given product. (1) Given the product [CH:28]1([CH2:31][N:13]([CH:6]2[CH2:5][C:4]3[C:9](=[CH:10][CH:11]=[CH:12][C:3]=3[O:2][CH3:1])[O:8][CH2:7]2)[CH2:14][CH2:15][CH2:16][C:17]2[C:25]3[C:20](=[CH:21][CH:22]=[C:23]([C:26]#[N:27])[CH:24]=3)[NH:19][CH:18]=2)[CH2:30][CH2:29]1, predict the reactants needed to synthesize it. The reactants are: [CH3:1][O:2][C:3]1[CH:12]=[CH:11][CH:10]=[C:9]2[C:4]=1[CH2:5][CH:6]([NH:13][CH2:14][CH2:15][CH2:16][C:17]1[C:25]3[C:20](=[CH:21][CH:22]=[C:23]([C:26]#[N:27])[CH:24]=3)[NH:19][CH:18]=1)[CH2:7][O:8]2.[CH:28]1([CH:31]=O)[CH2:30][CH2:29]1.C(O)(=O)C.C([BH3-])#N.[Na+]. (2) Given the product [CH3:30][O:29][C:27](=[O:28])[C:26]1[CH:25]=[C:24]([NH2:34])[C:23]([C:22]([O:21][CH3:20])=[O:35])=[CH:32][C:31]=1[C:38]1[CH:39]=[CH:40][CH:41]=[CH:42][C:37]=1[CH3:36], predict the reactants needed to synthesize it. The reactants are: C1(P(C2C=CC=CC=2)C2C=CC=CC=2)C=CC=CC=1.[CH3:20][O:21][C:22](=[O:35])[C:23]1[CH:32]=[C:31](Br)[C:26]([C:27]([O:29][CH3:30])=[O:28])=[CH:25][C:24]=1[NH2:34].[CH3:36][C:37]1[CH:42]=[CH:41][CH:40]=[CH:39][C:38]=1B(O)O.C(=O)([O-])[O-].[Na+].[Na+]. (3) Given the product [CH:14]1[C:15]([CH2:16][CH2:17][CH2:18][C:19]([OH:21])=[O:20])=[CH:10][CH:11]=[C:12]([N:22]([CH2:23][CH2:24][Cl:25])[CH2:26][CH2:27][Cl:28])[CH:13]=1.[CH2:1]([NH2:9])[C:2]([NH:4][CH2:5][C:6]([OH:8])=[O:7])=[O:3], predict the reactants needed to synthesize it. The reactants are: [CH2:1]([NH2:9])[C:2]([NH:4][CH2:5][C:6]([OH:8])=[O:7])=[O:3].[CH:10]1[C:15]([CH2:16][CH2:17][CH2:18][C:19]([OH:21])=[O:20])=[CH:14][CH:13]=[C:12]([N:22]([CH2:26][CH2:27][Cl:28])[CH2:23][CH2:24][Cl:25])[CH:11]=1.C(C1NC=CN=1)(C1NC=CN=1)=O.C(C(C(C)C)([NH-])C)(C)C. (4) Given the product [CH3:18][N:19]1[C:20]2[C:7](=[CH:12][CH:11]=[CH:10][CH:9]=2)[N:6]([CH3:15])[C:5](=[O:13])[C:21]1=[O:22], predict the reactants needed to synthesize it. The reactants are: [H-].[Na+].N1[C:12]2[C:7](=C[CH:9]=[CH:10][CH:11]=2)[NH:6][C:5](=[O:13])C1=O.[CH3:15]I.O.[CH3:18][N:19]([CH:21]=[O:22])[CH3:20]. (5) Given the product [F:13][C:14]1[CH:21]=[CH:20][C:17]([CH2:18][NH:1][C@H:2]2[C@H:7]3[O:8][C@H:4]([CH2:5][CH2:6]3)[C@H:3]2[C:9]([O:11][CH3:12])=[O:10])=[CH:16][C:15]=1[CH3:22], predict the reactants needed to synthesize it. The reactants are: [NH2:1][C@H:2]1[C@H:7]2[O:8][C@H:4]([CH2:5][CH2:6]2)[C@H:3]1[C:9]([O:11][CH3:12])=[O:10].[F:13][C:14]1[CH:21]=[CH:20][C:17]([CH:18]=O)=[CH:16][C:15]=1[CH3:22].C([BH3-])#N.[Na+].C(=O)(O)[O-].[Na+]. (6) Given the product [Cl:11][C:6]1[C:7](=[O:8])[N:15]([CH:26]([CH3:28])[CH3:27])[S:16](=[O:24])(=[O:25])[C:17]=1[C:18]1[CH:23]=[CH:22][CH:21]=[CH:20][CH:19]=1, predict the reactants needed to synthesize it. The reactants are: CN(C=O)C.[C:6]([Cl:11])(=O)[C:7](Cl)=[O:8].OC1C(=O)[N:15]([CH:26]([CH3:28])[CH3:27])[S:16](=[O:25])(=[O:24])[C:17]=1[C:18]1[CH:23]=[CH:22][CH:21]=[CH:20][CH:19]=1.O. (7) Given the product [NH2:28][C:22]1([C:20]([NH:19][C@H:3]([C:1]#[N:2])[CH2:4][C:5]2[CH:10]=[CH:9][C:8]([C:11]3[CH:12]=[CH:13][C:14]([O:17][CH3:18])=[CH:15][CH:16]=3)=[CH:7][CH:6]=2)=[O:21])[CH2:27][CH2:26][O:25][CH2:24][CH2:23]1, predict the reactants needed to synthesize it. The reactants are: [C:1]([C@@H:3]([NH:19][C:20]([C:22]1([NH:28]C(=O)OC(C)(C)C)[CH2:27][CH2:26][O:25][CH2:24][CH2:23]1)=[O:21])[CH2:4][C:5]1[CH:10]=[CH:9][C:8]([C:11]2[CH:16]=[CH:15][C:14]([O:17][CH3:18])=[CH:13][CH:12]=2)=[CH:7][CH:6]=1)#[N:2]. (8) Given the product [Cl:1][C:2]1[CH:3]=[C:4]([C:11]2[CH2:15][C:14]([C:20]3[CH:25]=[C:24]([Cl:26])[CH:23]=[C:22]([Cl:27])[CH:21]=3)([C:16]([F:19])([F:18])[F:17])[O:13][N:12]=2)[CH:5]=[CH:6][C:7]=1[CH:8]([Cl:28])[CH3:9], predict the reactants needed to synthesize it. The reactants are: [Cl:1][C:2]1[CH:3]=[C:4]([C:11]2[CH2:15][C:14]([C:20]3[CH:25]=[C:24]([Cl:26])[CH:23]=[C:22]([Cl:27])[CH:21]=3)([C:16]([F:19])([F:18])[F:17])[O:13][N:12]=2)[CH:5]=[CH:6][C:7]=1[CH:8](O)[CH3:9].[Cl:28]CCl. (9) Given the product [F:16][C:10]1[CH:11]=[C:12]([I:15])[CH:13]=[CH:14][C:9]=1[NH:8][C:7]1[C:2]([NH:1][S:28]([CH2:27][C:23]2([CH3:22])[CH2:26][O:25][CH2:24]2)(=[O:30])=[O:29])=[C:3]2[O:21][CH2:20][CH2:19][N:4]2[C:5](=[O:18])[C:6]=1[CH3:17], predict the reactants needed to synthesize it. The reactants are: [NH2:1][C:2]1[C:7]([NH:8][C:9]2[CH:14]=[CH:13][C:12]([I:15])=[CH:11][C:10]=2[F:16])=[C:6]([CH3:17])[C:5](=[O:18])[N:4]2[CH2:19][CH2:20][O:21][C:3]=12.[CH3:22][C:23]1([CH2:27][S:28](Cl)(=[O:30])=[O:29])[CH2:26][O:25][CH2:24]1.